From a dataset of Forward reaction prediction with 1.9M reactions from USPTO patents (1976-2016). Predict the product of the given reaction. (1) Given the reactants [CH2:1]([O:8][C:9]1[CH:10]=[C:11]2[N:21]([C:22]([O:24][C:25]([CH3:28])([CH3:27])[CH3:26])=[O:23])[CH2:20][CH:19]([CH2:29]O)[C:12]2=[C:13]2[C:18]=1[N:17]=[CH:16][CH:15]=[CH:14]2)[C:2]1[CH:7]=[CH:6][CH:5]=[CH:4][CH:3]=1.C1C=CC(P(C2C=CC=CC=2)C2C=CC=CC=2)=CC=1.C(Cl)[Cl:51].C(Cl)(Cl)(Cl)Cl, predict the reaction product. The product is: [CH2:1]([O:8][C:9]1[CH:10]=[C:11]2[N:21]([C:22]([O:24][C:25]([CH3:28])([CH3:27])[CH3:26])=[O:23])[CH2:20][CH:19]([CH2:29][Cl:51])[C:12]2=[C:13]2[C:18]=1[N:17]=[CH:16][CH:15]=[CH:14]2)[C:2]1[CH:7]=[CH:6][CH:5]=[CH:4][CH:3]=1. (2) Given the reactants Cl[C:2]1[N:3]=[CH:4][C:5]2[S:10][CH:9]=[C:8]([C:11]3[CH:16]=[CH:15][CH:14]=[C:13]([N+:17]([O-:19])=[O:18])[CH:12]=3)[C:6]=2[N:7]=1.[O:20]1[CH2:25][CH2:24][N:23]([C:26]2[N:31]=[CH:30][C:29]([NH2:32])=[CH:28][CH:27]=2)[CH2:22][CH2:21]1, predict the reaction product. The product is: [O:20]1[CH2:25][CH2:24][N:23]([C:26]2[N:31]=[CH:30][C:29]([NH:32][C:2]3[N:3]=[CH:4][C:5]4[S:10][CH:9]=[C:8]([C:11]5[CH:16]=[CH:15][CH:14]=[C:13]([N+:17]([O-:19])=[O:18])[CH:12]=5)[C:6]=4[N:7]=3)=[CH:28][CH:27]=2)[CH2:22][CH2:21]1. (3) Given the reactants [H-].COCCO[Al+]OCCOC.CON(C)[C:16]([C@@H:18]([NH:23][C:24](=[O:30])[O:25][C:26]([CH3:29])([CH3:28])[CH3:27])[CH2:19][CH2:20][CH2:21][CH3:22])=[O:17].[Cl-].[Na+], predict the reaction product. The product is: [CH:16]([C@@H:18]([NH:23][C:24](=[O:30])[O:25][C:26]([CH3:29])([CH3:28])[CH3:27])[CH2:19][CH2:20][CH2:21][CH3:22])=[O:17]. (4) Given the reactants [N:1]1[CH:6]=[CH:5][CH:4]=[CH:3][C:2]=1[C:7]1[S:11][C:10]([S:12](Cl)(=[O:14])=[O:13])=[CH:9][CH:8]=1.[NH2:16][C:17]1[CH:18]=[C:19]([CH:23]=[CH:24][CH:25]=1)[C:20]([OH:22])=[O:21], predict the reaction product. The product is: [N:1]1[CH:6]=[CH:5][CH:4]=[CH:3][C:2]=1[C:7]1[S:11][C:10]([S:12]([NH:16][C:17]2[CH:18]=[C:19]([CH:23]=[CH:24][CH:25]=2)[C:20]([OH:22])=[O:21])(=[O:14])=[O:13])=[CH:9][CH:8]=1. (5) Given the reactants [CH2:1]([N:4]1[CH:8]=[C:7]([C:9]2[CH:18]=[C:17]([O:19][CH2:20][CH2:21][C@@H:22]3[NH:36][C:35](=[O:37])[N:34]([CH3:38])[CH2:33][CH2:32][CH2:31][CH2:30][CH:29]=[CH:28][C@H:27]4[C@@:25]([C:39](O)=[O:40])([CH2:26]4)[NH:24][C:23]3=[O:42])[C:16]3[C:11](=[C:12]([CH3:45])[C:13]([O:43][CH3:44])=[CH:14][CH:15]=3)[N:10]=2)[CH:6]=[N:5]1)[CH2:2][CH3:3].[CH3:46][C:47]1([S:50]([NH2:53])(=[O:52])=[O:51])[CH2:49][CH2:48]1, predict the reaction product. The product is: [CH2:1]([N:4]1[CH:8]=[C:7]([C:9]2[CH:18]=[C:17]([O:19][CH2:20][CH2:21][C@@H:22]3[NH:36][C:35](=[O:37])[N:34]([CH3:38])[CH2:33][CH2:32][CH2:31][CH2:30][CH:29]=[CH:28][C@H:27]4[C@@:25]([C:39]([NH:53][S:50]([C:47]5([CH3:46])[CH2:49][CH2:48]5)(=[O:52])=[O:51])=[O:40])([CH2:26]4)[NH:24][C:23]3=[O:42])[C:16]3[C:11](=[C:12]([CH3:45])[C:13]([O:43][CH3:44])=[CH:14][CH:15]=3)[N:10]=2)[CH:6]=[N:5]1)[CH2:2][CH3:3].